This data is from Reaction yield outcomes from USPTO patents with 853,638 reactions. The task is: Predict the reaction yield, written as a fraction of the theoretical maximum amount of product (1.0 means a 100% yield; for example, 0.34 means a 34% yield). (1) The reactants are [Cl:1][C:2]1[CH:7]=[CH:6][C:5](B(O)O)=[CH:4][CH:3]=1.[OH:11][C:12]1[CH:21]=[CH:20][C:15]([C:16]([O:18][CH3:19])=[O:17])=[CH:14][CH:13]=1. The catalyst is CN(C)C1C=CN=CC=1.ClCCl.C([O-])(=O)C.[Cu+2].C([O-])(=O)C. The product is [Cl:1][C:2]1[CH:7]=[CH:6][C:5]([O:11][C:12]2[CH:13]=[CH:14][C:15]([C:16]([O:18][CH3:19])=[O:17])=[CH:20][CH:21]=2)=[CH:4][CH:3]=1. The yield is 0.480. (2) The yield is 0.810. No catalyst specified. The product is [CH2:23]([NH:25][C:18](=[O:20])[C:17]1[CH:21]=[CH:22][C:14]([O:13][CH2:12][C:11]2[C:7]([C:2]3[CH:3]=[CH:4][CH:5]=[CH:6][N:1]=3)=[N:8][O:9][CH:10]=2)=[N:15][CH:16]=1)[CH3:24]. The reactants are [N:1]1[CH:6]=[CH:5][CH:4]=[CH:3][C:2]=1[C:7]1[C:11]([CH2:12][O:13][C:14]2[CH:22]=[CH:21][C:17]([C:18]([OH:20])=O)=[CH:16][N:15]=2)=[CH:10][O:9][N:8]=1.[CH2:23]([NH2:25])[CH3:24]. (3) The catalyst is C(O)C.[Ni]. The yield is 0.270. The reactants are [C:1]([O:5][C:6]([N:8]1[CH2:11][C:10]([C:13]2[CH:18]=[CH:17][C:16]([C:19](=O)[CH2:20][C:21]([C:30]3[CH:35]=[C:34]([Cl:36])[CH:33]=[C:32]([Cl:37])[CH:31]=3)([CH2:26][N+:27]([O-])=O)[C:22]([F:25])([F:24])[F:23])=[CH:15][CH:14]=2)([F:12])[CH2:9]1)=[O:7])([CH3:4])([CH3:3])[CH3:2]. The product is [C:1]([O:5][C:6]([N:8]1[CH2:11][C:10]([C:13]2[CH:18]=[CH:17][C:16]([C:19]3[CH2:20][C:21]([C:30]4[CH:35]=[C:34]([Cl:36])[CH:33]=[C:32]([Cl:37])[CH:31]=4)([C:22]([F:25])([F:24])[F:23])[CH2:26][N:27]=3)=[CH:15][CH:14]=2)([F:12])[CH2:9]1)=[O:7])([CH3:4])([CH3:3])[CH3:2]. (4) The reactants are C(OC([N:6]1[CH2:11][CH2:10][C:9]([C:13]2[CH:18]=[CH:17][C:16]([Cl:19])=[C:15]([C:20]([F:23])([F:22])[F:21])[CH:14]=2)([OH:12])[CH2:8][CH2:7]1)=O)C.[H-].[Na+].[CH3:26]I.O. The catalyst is CN(C)C=O. The product is [Cl:19][C:16]1[CH:17]=[CH:18][C:13]([C:9]2([O:12][CH3:26])[CH2:10][CH2:11][NH:6][CH2:7][CH2:8]2)=[CH:14][C:15]=1[C:20]([F:23])([F:22])[F:21]. The yield is 0.930. (5) The reactants are [CH3:1][O:2][C:3](=[O:21])[CH:4]([CH:9]1[CH2:13][CH2:12][C:11](=[O:14])[CH:10]1[CH2:15][CH:16]([O:19][CH3:20])[O:17][CH3:18])C(OC)=O.CN1C(=O)CCC1. The catalyst is O. The product is [CH3:1][O:2][C:3](=[O:21])[CH2:4][CH:9]1[CH2:13][CH2:12][C:11](=[O:14])[CH:10]1[CH2:15][CH:16]([O:19][CH3:20])[O:17][CH3:18]. The yield is 0.810.